From a dataset of hERG potassium channel inhibition data for cardiac toxicity prediction from Karim et al.. Regression/Classification. Given a drug SMILES string, predict its toxicity properties. Task type varies by dataset: regression for continuous values (e.g., LD50, hERG inhibition percentage) or binary classification for toxic/non-toxic outcomes (e.g., AMES mutagenicity, cardiotoxicity, hepatotoxicity). Dataset: herg_karim. (1) The molecule is O=C(/C=C/c1ccc2c(c1)CN(Cc1ccccc1)C2)NO. The result is 0 (non-blocker). (2) The drug is NC1(C(=O)NC(CCO)c2ccc(Cl)cc2)CCN(c2ncnc3[nH]ccc23)CC1. The result is 0 (non-blocker). (3) The compound is COc1ccc([C@]2(O)CC[C@H](N3CC[C@@H](NC(=O)CNC(=O)c4cccc(C(F)(F)F)c4)C3)CC2)cn1. The result is 0 (non-blocker). (4) The drug is CN(C)CC(=O)N1CCC(c2ccc(NC(=O)c3nc(C#N)c[nH]3)c(C3=CCCCC3)c2)CC1. The result is 0 (non-blocker). (5) The molecule is O=C1NC(=Cc2ccc(CN3CCCC3)cc2)C(=O)N1c1ccc(Oc2ccccc2)cc1. The result is 1 (blocker). (6) The drug is Fc1ccc2c(C3CNCC[C@H]3F)c(-c3ccsc3)[nH]c2c1. The result is 1 (blocker).